The task is: Predict the product of the given reaction.. This data is from Forward reaction prediction with 1.9M reactions from USPTO patents (1976-2016). (1) The product is: [CH:21]1([CH2:27][N:7]2[C:8]3[C:13](=[CH:12][C:11]([S:15]([CH3:18])(=[O:17])=[O:16])=[CH:10][CH:9]=3)[CH:14]=[C:6]2[C:2]2[O:1][CH:5]=[CH:4][CH:3]=2)[CH2:26][CH2:25][CH2:24][CH2:23][CH2:22]1. Given the reactants [O:1]1[CH:5]=[CH:4][CH:3]=[C:2]1[C:6]1[NH:7][C:8]2[C:13]([CH:14]=1)=[CH:12][C:11]([S:15]([CH3:18])(=[O:17])=[O:16])=[CH:10][CH:9]=2.[H-].[Na+].[CH:21]1([CH2:27]Br)[CH2:26][CH2:25][CH2:24][CH2:23][CH2:22]1.[Cl-].[NH4+], predict the reaction product. (2) Given the reactants [NH:1]1[C:5]2[CH:6]=[CH:7][C:8]([NH2:10])=[CH:9][C:4]=2[N:3]=[CH:2]1.[CH:11]1([C:17]2[CH:24]=[CH:23][C:20]([CH:21]=O)=[CH:19][CH:18]=2)[CH2:16][CH2:15][CH2:14][CH2:13][CH2:12]1.[Si](C#N)(C)(C)C.[N:31]1([C:36](N2C=CN=C2)=[O:37])C=CN=[CH:32]1, predict the reaction product. The product is: [NH:1]1[C:5]2[CH:6]=[CH:7][C:8]([N:10]3[CH:21]([C:20]4[CH:23]=[CH:24][C:17]([CH:11]5[CH2:16][CH2:15][CH2:14][CH2:13][CH2:12]5)=[CH:18][CH:19]=4)[CH2:32][NH:31][C:36]3=[O:37])=[CH:9][C:4]=2[N:3]=[CH:2]1. (3) The product is: [CH2:1]([NH:4][C:5]1[N:6]=[CH:7][N:8]=[C:9]([C:23]2[CH:24]=[CH:25][C:20]([C:19]([NH:18][CH2:17][C:16]3[CH:36]=[CH:37][CH:38]=[C:14]([O:13][CH3:12])[CH:15]=3)=[O:35])=[CH:21][CH:22]=2)[CH:10]=1)[CH:2]=[CH2:3]. Given the reactants [CH2:1]([NH:4][C:5]1[CH:10]=[C:9](Cl)[N:8]=[CH:7][N:6]=1)[CH:2]=[CH2:3].[CH3:12][O:13][C:14]1[CH:15]=[C:16]([CH:36]=[CH:37][CH:38]=1)[CH2:17][NH:18][C:19](=[O:35])[C:20]1[CH:25]=[CH:24][C:23](B2OC(C)(C)C(C)(C)O2)=[CH:22][CH:21]=1.C(=O)([O-])[O-].[Na+].[Na+].COCCOC, predict the reaction product.